Dataset: Peptide-MHC class I binding affinity with 185,985 pairs from IEDB/IMGT. Task: Regression. Given a peptide amino acid sequence and an MHC pseudo amino acid sequence, predict their binding affinity value. This is MHC class I binding data. (1) The peptide sequence is RVRPKKEVL. The MHC is HLA-A02:16 with pseudo-sequence HLA-A02:16. The binding affinity (normalized) is 0.0847. (2) The peptide sequence is LTLTNTSII. The MHC is Mamu-A01 with pseudo-sequence Mamu-A01. The binding affinity (normalized) is 0.149. (3) The peptide sequence is SFGSSSTSGI. The MHC is Patr-A0701 with pseudo-sequence Patr-A0701. The binding affinity (normalized) is 0.0971. (4) The peptide sequence is LPFYETLPEL. The MHC is HLA-B51:01 with pseudo-sequence HLA-B51:01. The binding affinity (normalized) is 0.630. (5) The MHC is HLA-A03:01 with pseudo-sequence HLA-A03:01. The binding affinity (normalized) is 0.162. The peptide sequence is TLLGLILFV. (6) The peptide sequence is TVEKAVAT. The MHC is Mamu-B08 with pseudo-sequence Mamu-B08. The binding affinity (normalized) is 0. (7) The peptide sequence is LPRPDTRHL. The MHC is HLA-A11:01 with pseudo-sequence HLA-A11:01. The binding affinity (normalized) is 0. (8) The peptide sequence is ALYSYASAK. The binding affinity (normalized) is 0.0847. The MHC is HLA-A26:02 with pseudo-sequence HLA-A26:02.